Dataset: Forward reaction prediction with 1.9M reactions from USPTO patents (1976-2016). Task: Predict the product of the given reaction. (1) Given the reactants Cl[C:2]1[CH:7]=[CH:6][C:5]([C:8]2[C:9]3[C:14]([C:15]([C:22]4[CH:27]=[CH:26][C:25]([C:28]5[CH:33]=[CH:32][CH:31]=[CH:30][CH:29]=5)=[C:24]([C:34]5[CH:39]=[CH:38][CH:37]=[CH:36][CH:35]=5)[CH:23]=4)=[C:16]4[C:21]=2[CH:20]=[CH:19][CH:18]=[CH:17]4)=[CH:13][CH:12]=[CH:11][CH:10]=3)=[CH:4][CH:3]=1.[C:40]1([NH:46][C:47]2[CH:52]=[CH:51][CH:50]=[CH:49][CH:48]=2)[CH:45]=[CH:44][CH:43]=[CH:42][CH:41]=1.C(P(C(C)(C)C)C(C)(C)C)(C)(C)C.CC(C)([O-])C.[Na+], predict the reaction product. The product is: [C:47]1([N:46]([C:40]2[CH:41]=[CH:42][CH:43]=[CH:44][CH:45]=2)[C:2]2[CH:7]=[CH:6][C:5]([C:8]3[C:9]4[C:14]([C:15]([C:22]5[CH:27]=[CH:26][C:25]([C:28]6[CH:33]=[CH:32][CH:31]=[CH:30][CH:29]=6)=[C:24]([C:34]6[CH:39]=[CH:38][CH:37]=[CH:36][CH:35]=6)[CH:23]=5)=[C:16]5[C:21]=3[CH:20]=[CH:19][CH:18]=[CH:17]5)=[CH:13][CH:12]=[CH:11][CH:10]=4)=[CH:4][CH:3]=2)[CH:48]=[CH:49][CH:50]=[CH:51][CH:52]=1. (2) Given the reactants [CH3:1][NH:2][C:3]1[N:8]=[CH:7][C:6]([C:9](=[O:11])[CH3:10])=[CH:5][CH:4]=1.[BrH:12].BrBr, predict the reaction product. The product is: [Br:12][CH2:10][C:9]([C:6]1[CH:7]=[N:8][C:3]([NH:2][CH3:1])=[CH:4][CH:5]=1)=[O:11]. (3) The product is: [NH2:37][C:38]1[CH:39]=[C:40]([CH:43]=[CH:44][CH:45]=1)[CH2:41][NH:42][C:3]([C:5]1[N:14]2[C:8]([CH2:9][N:10]([C:19]([C:21]3[CH:26]=[CH:25][C:24]([C:27]4[CH:32]=[CH:31][CH:30]=[CH:29][C:28]=4[CH3:33])=[C:23]([CH3:34])[CH:22]=3)=[O:20])[C:11]3[CH:18]=[CH:17][CH:16]=[CH:15][C:12]=3[CH2:13]2)=[CH:7][CH:6]=1)=[O:4]. Given the reactants ClC(Cl)(Cl)[C:3]([C:5]1[N:14]2[C:8]([CH2:9][N:10]([C:19]([C:21]3[CH:26]=[CH:25][C:24]([C:27]4[CH:32]=[CH:31][CH:30]=[CH:29][C:28]=4[CH3:33])=[C:23]([CH3:34])[CH:22]=3)=[O:20])[C:11]3[CH:18]=[CH:17][CH:16]=[CH:15][C:12]=3[CH2:13]2)=[CH:7][CH:6]=1)=[O:4].[NH2:37][C:38]1[CH:39]=[C:40]([CH:43]=[CH:44][CH:45]=1)[CH2:41][NH2:42], predict the reaction product. (4) Given the reactants F[C:2]1[CH:7]=[C:6]([F:8])[CH:5]=[CH:4][C:3]=1[N+:9]([O-:11])=[O:10].[CH:12]1([NH2:18])[CH2:17][CH2:16][CH2:15][CH2:14][CH2:13]1.CCN(C(C)C)C(C)C, predict the reaction product. The product is: [CH:12]1([NH:18][C:2]2[CH:7]=[C:6]([F:8])[CH:5]=[CH:4][C:3]=2[N+:9]([O-:11])=[O:10])[CH2:17][CH2:16][CH2:15][CH2:14][CH2:13]1. (5) The product is: [OH:22][C:12]([CH2:13][CH2:14][CH2:15][CH2:16][CH3:17])(/[CH:11]=[CH:10]/[CH3:9])[CH2:3][C:4]([O:6][CH2:7][CH3:8])=[O:5]. Given the reactants Br[Zn][CH2:3][C:4]([O:6][CH2:7][CH3:8])=[O:5].[CH3:9][C:10](=O)/[CH:11]=[CH:12]/[CH2:13][CH2:14][CH2:15][CH2:16][CH3:17].Cl.C(OCC)(=[O:22])C, predict the reaction product. (6) Given the reactants [C:1](=[O:4])(O)[O-].[Na+].CC(OI1(OC(C)=O)(OC(C)=O)O[C:17](=O)[C:16]2[CH:15]=[CH:14][CH:13]=[CH:12][C:11]1=2)=O.Cl[CH2:29]Cl, predict the reaction product. The product is: [CH3:29][C:16]1([CH3:17])[CH2:11][CH2:12][CH2:13][CH2:14][CH:15]1[CH:1]=[O:4].